Task: Predict which catalyst facilitates the given reaction.. Dataset: Catalyst prediction with 721,799 reactions and 888 catalyst types from USPTO (1) Reactant: [NH:1]1[CH2:6][CH2:5][CH:4]([CH2:7][NH:8]C(=O)OC(C)(C)C)[CH2:3][CH2:2]1.Cl[C:17]1[C:26]2[C:21](=[CH:22][C:23]([O:29][CH3:30])=[C:24]([O:27][CH3:28])[CH:25]=2)[N:20]=[CH:19][N:18]=1.C(O)(C(F)(F)F)=O.C(Cl)Cl. Product: [CH3:28][O:27][C:24]1[CH:25]=[C:26]2[C:21](=[CH:22][C:23]=1[O:29][CH3:30])[N:20]=[CH:19][N:18]=[C:17]2[N:1]1[CH2:2][CH2:3][CH:4]([CH2:7][NH2:8])[CH2:5][CH2:6]1. The catalyst class is: 32. (2) Reactant: [Br:1][C:2]1[CH:7]=[CH:6][C:5]([S:8](Cl)(=[O:10])=[O:9])=[CH:4][CH:3]=1.[NH2:12][CH2:13][CH2:14][NH:15][C:16](=[O:22])[O:17][C:18]([CH3:21])([CH3:20])[CH3:19].C(N(CC)CC)C. Product: [Br:1][C:2]1[CH:7]=[CH:6][C:5]([S:8]([NH:12][CH2:13][CH2:14][NH:15][C:16](=[O:22])[O:17][C:18]([CH3:20])([CH3:19])[CH3:21])(=[O:10])=[O:9])=[CH:4][CH:3]=1. The catalyst class is: 2. (3) Reactant: CS(O[CH2:6][CH2:7][CH2:8][C:9]1[N:13]([C:14]2[CH:19]=[CH:18][C:17]([C:20]([NH:22][CH2:23][CH3:24])=[O:21])=[CH:16][CH:15]=2)[N:12]=[N:11][C:10]=1[C:25]([NH:27][CH:28]1[CH2:30][CH2:29]1)=[O:26])(=O)=O.[C-:31]#[N:32].[K+]. Product: [C:31]([CH2:6][CH2:7][CH2:8][C:9]1[N:13]([C:14]2[CH:19]=[CH:18][C:17]([C:20]([NH:22][CH2:23][CH3:24])=[O:21])=[CH:16][CH:15]=2)[N:12]=[N:11][C:10]=1[C:25]([NH:27][CH:28]1[CH2:30][CH2:29]1)=[O:26])#[N:32]. The catalyst class is: 16. (4) Reactant: [Cl:1][C:2]1[CH:28]=[N:27][C:5]2[N:6]=[C:7]([N:14]3[CH2:19][CH2:18][N:17](C(OC(C)(C)C)=O)[CH2:16][CH2:15]3)[C:8]3[N:9]([C:10]([CH3:13])=[N:11][N:12]=3)[C:4]=2[CH:3]=1.C(O)(C(F)(F)F)=O. Product: [Cl:1][C:2]1[CH:28]=[N:27][C:5]2[N:6]=[C:7]([N:14]3[CH2:19][CH2:18][NH:17][CH2:16][CH2:15]3)[C:8]3[N:9]([C:10]([CH3:13])=[N:11][N:12]=3)[C:4]=2[CH:3]=1. The catalyst class is: 2. (5) Reactant: [Br:1][C:2]1[C:6](=[O:7])[N:5]([C:8]2[CH:13]=[CH:12][CH:11]=[CH:10][CH:9]=2)[N:4]([CH3:14])[C:3]=1[CH2:15][N:16]1[CH2:32][CH2:31][C:19]2([N:23]([C:24]3[CH:29]=[CH:28][CH:27]=[CH:26][CH:25]=3)[CH2:22][NH:21][C:20]2=[O:30])[CH2:18][CH2:17]1.[H-].[Na+].Br[CH2:36][C:37]1[CH:42]=[CH:41][C:40]([F:43])=[CH:39][CH:38]=1. Product: [Br:1][C:2]1[C:6](=[O:7])[N:5]([C:8]2[CH:13]=[CH:12][CH:11]=[CH:10][CH:9]=2)[N:4]([CH3:14])[C:3]=1[CH2:15][N:16]1[CH2:32][CH2:31][C:19]2([N:23]([C:24]3[CH:25]=[CH:26][CH:27]=[CH:28][CH:29]=3)[CH2:22][N:21]([CH2:36][C:37]3[CH:42]=[CH:41][C:40]([F:43])=[CH:39][CH:38]=3)[C:20]2=[O:30])[CH2:18][CH2:17]1. The catalyst class is: 37.